From a dataset of Reaction yield outcomes from USPTO patents with 853,638 reactions. Predict the reaction yield, written as a fraction of the theoretical maximum amount of product (1.0 means a 100% yield; for example, 0.34 means a 34% yield). (1) The reactants are Cl.Cl.[N:3]1([CH:9]([CH3:12])[CH2:10][OH:11])[CH2:8][CH2:7][NH:6][CH2:5][CH2:4]1.C(N(C(C)C)C(C)C)C.[CH3:22][O:23][C:24]1[CH:25]=[C:26]([CH2:32][CH2:33][C:34]2[CH:35]=[C:36]([NH:39][C:40](=[O:48])[C:41]3[CH:46]=[CH:45][C:44](F)=[CH:43][CH:42]=3)[NH:37][N:38]=2)[CH:27]=[C:28]([O:30][CH3:31])[CH:29]=1. The catalyst is CS(C)=O. The product is [CH3:31][O:30][C:28]1[CH:27]=[C:26]([CH2:32][CH2:33][C:34]2[CH:35]=[C:36]([NH:39][C:40](=[O:48])[C:41]3[CH:42]=[CH:43][C:44]([N:6]4[CH2:7][CH2:8][N:3]([CH:9]([CH3:12])[CH2:10][OH:11])[CH2:4][CH2:5]4)=[CH:45][CH:46]=3)[NH:37][N:38]=2)[CH:25]=[C:24]([O:23][CH3:22])[CH:29]=1. The yield is 0.154. (2) The reactants are C1C2C(COC(=O)[NH:17][CH2:18][CH2:19][O:20][CH2:21][CH2:22][O:23][CH2:24][CH2:25][O:26][CH2:27][CH2:28][C:29](ON3C(=O)CCC3=O)=[O:30])C3C(=CC=CC=3)C=2C=CC=1.[ClH:40].[NH2:41][C:42]1[CH:50]=[CH:49][CH:48]=[C:47]2[C:43]=1[C:44](=[O:65])[N:45]([C:52]1([CH2:60][CH2:61][CH2:62][CH2:63][NH2:64])[CH2:57][CH2:56][C:55](=[O:58])[NH:54][C:53]1=[O:59])[C:46]2=[O:51].C(N(CC)CC)C. The catalyst is CS(C)=O. The product is [NH2:41][C:42]1[CH:50]=[CH:49][CH:48]=[C:47]2[C:43]=1[C:44](=[O:65])[N:45]([C:52]1([CH2:60][CH2:61][CH2:62][CH2:63][NH:64][C:29](=[O:30])[CH2:28][CH2:27][O:26][CH2:25][CH2:24][O:23][CH2:22][CH2:21][O:20][CH2:19][CH2:18][NH2:17])[CH2:57][CH2:56][C:55](=[O:58])[NH:54][C:53]1=[O:59])[C:46]2=[O:51].[ClH:40].[NH2:41][C:42]1[CH:50]=[CH:49][CH:48]=[C:47]2[C:43]=1[C:44](=[O:65])[N:45]([C:52]1([CH2:60][CH2:61][CH2:62][CH2:63][NH2:64])[CH2:57][CH2:56][C:55](=[O:58])[NH:54][C:53]1=[O:59])[C:46]2=[O:51]. The yield is 0.420. (3) The reactants are [Br-].[Br-].[Br-].B.C[O:6][C:7]1[CH:16]=[C:15]2[C:10]([CH2:11][CH2:12][N:13]([C:18]3[CH:19]=[N:20][CH:21]=[CH:22][C:23]=3[CH3:24])[C:14]2=[O:17])=[CH:9][CH:8]=1.CO. The catalyst is C(Cl)Cl. The yield is 0.770. The product is [OH:6][C:7]1[CH:16]=[C:15]2[C:10]([CH2:11][CH2:12][N:13]([C:18]3[CH:19]=[N:20][CH:21]=[CH:22][C:23]=3[CH3:24])[C:14]2=[O:17])=[CH:9][CH:8]=1. (4) The reactants are [C:1]([C:5]1[NH:6][C:7]2[C:12]([CH:13]=1)=[CH:11][C:10]([N+:14]([O-:16])=[O:15])=[CH:9][C:8]=2[C:17](OC)=[O:18])([CH3:4])([CH3:3])[CH3:2].ClCCl.CC(C[AlH]CC(C)C)C. The catalyst is O. The product is [C:1]([C:5]1[NH:6][C:7]2[C:12]([CH:13]=1)=[CH:11][C:10]([N+:14]([O-:16])=[O:15])=[CH:9][C:8]=2[CH2:17][OH:18])([CH3:4])([CH3:2])[CH3:3]. The yield is 0.730. (5) The reactants are [CH3:1][O:2][C:3]1[CH:8]=[C:7]([O:9][CH3:10])[N:6]=[C:5]([CH2:11][C:12](=O)[CH3:13])[N:4]=1.[CH3:15][O:16][CH2:17][C:18]1[CH:23]=[CH:22][CH:21]=[CH:20][C:19]=1[NH:24]N.C1(C)C=CC=CC=1.O. The catalyst is [Cl-].[Zn+2].[Cl-].C(OCC)(=O)C. The product is [CH3:1][O:2][C:3]1[CH:8]=[C:7]([O:9][CH3:10])[N:6]=[C:5]([C:11]2[C:20]3[C:19](=[C:18]([CH2:17][O:16][CH3:15])[CH:23]=[CH:22][CH:21]=3)[NH:24][C:12]=2[CH3:13])[N:4]=1. The yield is 0.460.